The task is: Binary Classification. Given a T-cell receptor sequence (or CDR3 region) and an epitope sequence, predict whether binding occurs between them.. This data is from TCR-epitope binding with 47,182 pairs between 192 epitopes and 23,139 TCRs. (1) The epitope is PKYVKQNTLKLAT. The TCR CDR3 sequence is CASRVSGSLSYNEQFF. Result: 0 (the TCR does not bind to the epitope). (2) The epitope is EHPTFTSQYRIQGKL. The TCR CDR3 sequence is CSVEDSGNEQFF. Result: 0 (the TCR does not bind to the epitope). (3) The epitope is ELAGIGILTV. The TCR CDR3 sequence is CSGWTGGIETQYF. Result: 0 (the TCR does not bind to the epitope). (4) Result: 0 (the TCR does not bind to the epitope). The epitope is IVDTVSALV. The TCR CDR3 sequence is CASSFGPPKPDTQYF. (5) The epitope is GTITSGWTF. The TCR CDR3 sequence is CASSQLLAGGYEQFF. Result: 0 (the TCR does not bind to the epitope).